Predict the reactants needed to synthesize the given product. From a dataset of Full USPTO retrosynthesis dataset with 1.9M reactions from patents (1976-2016). (1) Given the product [CH3:14][O:13][C:7]1[CH:8]=[C:9]([O:11][CH3:12])[CH:10]=[C:2]2[C:3]=1[C:4](=[O:5])[NH:6][C:32]([C:20]1[CH:19]=[CH:18][C:17]([O:16][CH3:15])=[C:22]([C:23]3[CH:28]=[CH:27][C:26]([S:29]([CH3:31])=[O:30])=[CH:25][CH:24]=3)[N:21]=1)=[N:1]2, predict the reactants needed to synthesize it. The reactants are: [NH2:1][C:2]1[CH:10]=[C:9]([O:11][CH3:12])[CH:8]=[C:7]([O:13][CH3:14])[C:3]=1[C:4]([NH2:6])=[O:5].[CH3:15][O:16][C:17]1[CH:18]=[CH:19][C:20]([CH:32]=O)=[N:21][C:22]=1[C:23]1[CH:28]=[CH:27][C:26]([S:29]([CH3:31])=[O:30])=[CH:25][CH:24]=1.OS([O-])=O.[Na+].O.C1(C)C=CC(S(O)(=O)=O)=CC=1. (2) Given the product [F:11][C:6]1[N:7]=[CH:8][CH:9]=[C:10]2[C:2]([B:12]3[O:16][C:15]([CH3:18])([CH3:17])[C:14]([CH3:20])([CH3:19])[O:13]3)=[CH:3][S:4][C:5]=12, predict the reactants needed to synthesize it. The reactants are: Br[C:2]1[C:10]2[C:5](=[C:6]([F:11])[N:7]=[CH:8][CH:9]=2)[S:4][CH:3]=1.[B:12]1([B:12]2[O:16][C:15]([CH3:18])([CH3:17])[C:14]([CH3:20])([CH3:19])[O:13]2)[O:16][C:15]([CH3:18])([CH3:17])[C:14]([CH3:20])([CH3:19])[O:13]1.C([O-])(=O)C.[K+].